Dataset: Forward reaction prediction with 1.9M reactions from USPTO patents (1976-2016). Task: Predict the product of the given reaction. The product is: [CH2:16]([NH:19][C:13](=[O:15])[CH2:12][CH:4]1[C:5](=[O:11])[O:6][C:7]([CH3:9])([CH3:10])[CH2:8][N:3]1[CH2:1][CH3:2])[CH3:17]. Given the reactants [CH2:1]([N:3]1[CH2:8][C:7]([CH3:10])([CH3:9])[O:6][C:5](=[O:11])[CH:4]1[CH2:12][C:13]([OH:15])=O)[CH3:2].[CH:16]([N:19](C(C)C)CC)(C)[CH3:17].CN(C(ON1N=NC2C=CC=NC1=2)=[N+](C)C)C.F[P-](F)(F)(F)(F)F.O1CCCC1, predict the reaction product.